This data is from Reaction yield outcomes from USPTO patents with 853,638 reactions. The task is: Predict the reaction yield, written as a fraction of the theoretical maximum amount of product (1.0 means a 100% yield; for example, 0.34 means a 34% yield). (1) The reactants are [OH:1][CH2:2][C:3]1[S:4][C:5]([C:14]([F:17])([F:16])[F:15])=[C:6]([C:8]2[CH:13]=[CH:12][CH:11]=[CH:10][CH:9]=2)[CH:7]=1.O[C:19]1[CH:20]=[C:21]2[C:25](=[CH:26][CH:27]=1)[C:24](=[O:28])[CH2:23][CH2:22]2.C1(P(C2C=CC=CC=2)C2C=CC=CC=2)C=CC=CC=1.CCOC(/N=N/C(OCC)=O)=O. The catalyst is C1COCC1. The product is [C:8]1([C:6]2[CH:7]=[C:3]([CH2:2][O:1][C:19]3[CH:20]=[C:21]4[C:25](=[CH:26][CH:27]=3)[C:24](=[O:28])[CH2:23][CH2:22]4)[S:4][C:5]=2[C:14]([F:17])([F:15])[F:16])[CH:13]=[CH:12][CH:11]=[CH:10][CH:9]=1. The yield is 0.780. (2) The reactants are FC(F)(F)C(O)=O.[Cl:8][C:9]1[CH:10]=[C:11]([CH:40]=[CH:41][C:42]=1[NH:43][C:44]([NH:46][CH:47]1[CH2:49][CH2:48]1)=[O:45])[O:12][C:13]1[C:22]2[C:17](=[CH:18][C:19]([O:25][CH2:26][CH:27]3[CH2:32][CH2:31][N:30](C(OC(C)(C)C)=O)[CH2:29][CH2:28]3)=[C:20]([C:23]#[N:24])[CH:21]=2)[N:16]=[CH:15][CH:14]=1.C(=O)(O)[O-].[Na+].C(OCC)(=O)C. The catalyst is O. The product is [Cl:8][C:9]1[CH:10]=[C:11]([O:12][C:13]2[C:22]3[C:17](=[CH:18][C:19]([O:25][CH2:26][CH:27]4[CH2:28][CH2:29][NH:30][CH2:31][CH2:32]4)=[C:20]([C:23]#[N:24])[CH:21]=3)[N:16]=[CH:15][CH:14]=2)[CH:40]=[CH:41][C:42]=1[NH:43][C:44]([NH:46][CH:47]1[CH2:49][CH2:48]1)=[O:45]. The yield is 0.996. (3) The reactants are C1(OC)C=CC=CC=1.C(OC([N:16]1[CH2:21][CH2:20][CH:19]([CH2:22][O:23][CH2:24][C@H:25]([NH:32][C:33]([C:35]2[CH:43]=[C:42]3[C:38]([C:39]([Cl:44])=[CH:40][NH:41]3)=[CH:37][CH:36]=2)=[O:34])[C:26]2[CH:31]=[CH:30][CH:29]=[CH:28][CH:27]=2)[CH2:18][CH2:17]1)=O)(C)(C)C. No catalyst specified. The product is [Cl:44][C:39]1[C:38]2[C:42](=[CH:43][C:35]([C:33]([NH:32][C@H:25]([C:26]3[CH:31]=[CH:30][CH:29]=[CH:28][CH:27]=3)[CH2:24][O:23][CH2:22][CH:19]3[CH2:18][CH2:17][NH:16][CH2:21][CH2:20]3)=[O:34])=[CH:36][CH:37]=2)[NH:41][CH:40]=1. The yield is 1.00. (4) The reactants are [F:1][C:2]1[CH:7]=[CH:6][CH:5]=[C:4]([F:8])[C:3]=1[N:9]1[C:14]2[N:15]=[C:16](S(C)=O)[N:17]=[C:18]([C:19]3[CH:20]=[C:21]([CH:28]=[CH:29][C:30]=3[CH3:31])[C:22]([NH:24][CH:25]([CH3:27])[CH3:26])=[O:23])[C:13]=2[CH2:12][NH:11][C:10]1=[O:35].[CH2:36]([N:38]([CH2:43][CH3:44])[CH2:39][CH2:40][CH2:41][NH2:42])[CH3:37]. The catalyst is C1COCC1. The product is [CH2:36]([N:38]([CH2:43][CH3:44])[CH2:39][CH2:40][CH2:41][NH:42][C:16]1[N:17]=[C:18]([C:19]2[CH:20]=[C:21]([CH:28]=[CH:29][C:30]=2[CH3:31])[C:22]([NH:24][CH:25]([CH3:27])[CH3:26])=[O:23])[C:13]2[CH2:12][NH:11][C:10](=[O:35])[N:9]([C:3]3[C:2]([F:1])=[CH:7][CH:6]=[CH:5][C:4]=3[F:8])[C:14]=2[N:15]=1)[CH3:37]. The yield is 0.830. (5) The reactants are [Br:1][C:2]1[CH:3]=[C:4]([N:17]2[C:21]3=[N:22][CH:23]=[CH:24][CH:25]=[C:20]3[C:19]([C:26]([O:28][CH3:29])=[O:27])=[N:18]2)[CH:5]=[C:6]([CH2:8][O:9][Si](C(C)(C)C)(C)C)[CH:7]=1.[F-].C([N+](CCCC)(CCCC)CCCC)CCC. The catalyst is O1CCCC1. The product is [Br:1][C:2]1[CH:3]=[C:4]([N:17]2[C:21]3=[N:22][CH:23]=[CH:24][CH:25]=[C:20]3[C:19]([C:26]([O:28][CH3:29])=[O:27])=[N:18]2)[CH:5]=[C:6]([CH2:8][OH:9])[CH:7]=1. The yield is 0.790. (6) The reactants are Br.[NH2:2][C:3]1[C:8]([CH:9]=O)=[CH:7][C:6]([Br:11])=[CH:5][N:4]=1.C(N(CC)CC)C.[NH2:19][CH2:20][CH2:21][CH2:22][N:23]1[CH2:28][CH2:27][O:26][CH2:25][CH2:24]1.[BH4-].[Na+]. The catalyst is CO. The product is [Br:11][C:6]1[CH:7]=[C:8]([CH2:9][NH:19][CH2:20][CH2:21][CH2:22][N:23]2[CH2:28][CH2:27][O:26][CH2:25][CH2:24]2)[C:3]([NH2:2])=[N:4][CH:5]=1. The yield is 0.540. (7) The reactants are C([O:4][C@@H:5]1[C@@H:13]([CH2:14][O:15]C(=O)C)[O:12][CH:11]2[CH:7]([N:8]=[C:9]([NH:19][CH2:20][C:21]([F:24])([F:23])[F:22])[S:10]2)[C@H:6]1[O:25]C(=O)C)(=O)C.C([O-])([O-])=O.[K+].[K+]. The catalyst is CO. The product is [OH:15][CH2:14][C@H:13]1[O:12][CH:11]2[CH:7]([N:8]=[C:9]([NH:19][CH2:20][C:21]([F:24])([F:22])[F:23])[S:10]2)[C@@H:6]([OH:25])[C@@H:5]1[OH:4]. The yield is 0.470. (8) The reactants are [F:1][C:2]([F:12])([F:11])[C:3]([CH3:10])([CH3:9])[C:4](=O)[CH2:5][C:6]#[N:7].[OH-:13].[Na+].Cl.[NH2:16]O.C(Cl)(Cl)Cl. The catalyst is O. The product is [F:1][C:2]([F:12])([F:11])[C:3]([C:4]1[CH:5]=[C:6]([NH2:7])[O:13][N:16]=1)([CH3:10])[CH3:9]. The yield is 0.270. (9) The reactants are [C:1]([O:5][C:6]([N:8]([CH3:10])[NH2:9])=[O:7])([CH3:4])([CH3:3])[CH3:2].[F:11][C:12]1[CH:13]=[C:14](B(O)O)[CH:15]=[CH:16][CH:17]=1.C(N(CC)CC)C. The catalyst is ClCCCl.C([O-])(=O)C.[Cu+2].C([O-])(=O)C. The product is [C:1]([O:5][C:6]([N:8]([CH3:10])[NH:9][C:16]1[CH:15]=[CH:14][CH:13]=[C:12]([F:11])[CH:17]=1)=[O:7])([CH3:4])([CH3:3])[CH3:2]. The yield is 0.390. (10) The reactants are Cl[C:2]1[N:10]2[C:5]([CH:6]=[CH:7][CH:8]=[CH:9]2)=[CH:4][C:3]=1[C:11]([O:13][CH2:14][CH3:15])=[O:12].[CH3:16][N:17]([CH3:34])[CH2:18][C:19]1[CH:24]=[CH:23][C:22](B2OC(C)(C)C(C)(C)O2)=[CH:21][CH:20]=1. No catalyst specified. The product is [CH3:16][N:17]([CH2:18][C:19]1[CH:24]=[CH:23][C:22]([C:2]2[N:10]3[C:5]([CH:6]=[CH:7][CH:8]=[CH:9]3)=[CH:4][C:3]=2[C:11]([O:13][CH2:14][CH3:15])=[O:12])=[CH:21][CH:20]=1)[CH3:34]. The yield is 0.970.